From a dataset of Reaction yield outcomes from USPTO patents with 853,638 reactions. Predict the reaction yield, written as a fraction of the theoretical maximum amount of product (1.0 means a 100% yield; for example, 0.34 means a 34% yield). The reactants are [F:1][C:2]([F:19])([F:18])[C:3](=[O:17])[CH2:4][C:5]([C:8]1[CH:13]=[CH:12][C:11]([F:14])=[CH:10][C:9]=1[O:15][CH3:16])([CH3:7])[CH3:6].[Br:20]Br. The catalyst is C(O)(=O)C. The product is [Br:20][C:12]1[C:11]([F:14])=[CH:10][C:9]([O:15][CH3:16])=[C:8]([C:5]([CH3:7])([CH3:6])[CH2:4][C:3](=[O:17])[C:2]([F:1])([F:18])[F:19])[CH:13]=1. The yield is 0.970.